From a dataset of Forward reaction prediction with 1.9M reactions from USPTO patents (1976-2016). Predict the product of the given reaction. (1) Given the reactants Br[C:2]1[CH:3]=[C:4]([N:12]2[C:16]3=[N:17][CH:18]=[CH:19][CH:20]=[C:15]3[C:14]([C:21]([O:23][CH3:24])=[O:22])=[N:13]2)[CH:5]=[C:6]([C:8]([F:11])([F:10])[F:9])[CH:7]=1.[C:25]([C@:27]1([OH:34])[CH2:31][CH2:30][N:29]([CH3:32])[C:28]1=[O:33])#[CH:26], predict the reaction product. The product is: [OH:34][C@@:27]1([C:25]#[C:26][C:2]2[CH:3]=[C:4]([N:12]3[C:16]4=[N:17][CH:18]=[CH:19][CH:20]=[C:15]4[C:14]([C:21]([O:23][CH3:24])=[O:22])=[N:13]3)[CH:5]=[C:6]([C:8]([F:11])([F:10])[F:9])[CH:7]=2)[CH2:31][CH2:30][N:29]([CH3:32])[C:28]1=[O:33]. (2) Given the reactants C([O:8][C:9]1[C:10]2[CH:31]=[CH:30][CH:29]=[CH:28][C:11]=2[C:12]2[C@H:13]([CH2:26][Cl:27])[CH2:14][N:15]([C:18](=[O:25])[CH2:19][CH2:20][CH2:21][C:22]([OH:24])=[O:23])[C:16]=2[CH:17]=1)C1C=CC=CC=1, predict the reaction product. The product is: [Cl:27][CH2:26][C@H:13]1[C:12]2[C:11]3[CH:28]=[CH:29][CH:30]=[CH:31][C:10]=3[C:9]([OH:8])=[CH:17][C:16]=2[N:15]([C:18](=[O:25])[CH2:19][CH2:20][CH2:21][C:22]([OH:24])=[O:23])[CH2:14]1.